This data is from Full USPTO retrosynthesis dataset with 1.9M reactions from patents (1976-2016). The task is: Predict the reactants needed to synthesize the given product. (1) Given the product [C:1]1([CH:13]2[CH2:17][NH:16][C:15](=[O:18])[CH:14]2[C:19]2[C:27]3[C:22](=[CH:23][CH:24]=[CH:25][CH:26]=3)[NH:21][CH:20]=2)[C:11]2=[C:12]3[C:7](=[CH:8][CH:9]=[CH:10]2)[CH2:6][CH2:5][CH2:4][N:3]3[CH:2]=1, predict the reactants needed to synthesize it. The reactants are: [C:1]1([C:13]2[CH2:17][NH:16][C:15](=[O:18])[C:14]=2[C:19]2[C:27]3[C:22](=[CH:23][CH:24]=[CH:25][CH:26]=3)[NH:21][CH:20]=2)[C:11]2=[C:12]3[C:7](=[CH:8][CH:9]=[CH:10]2)[CH2:6][CH2:5][CH2:4][N:3]3[CH:2]=1.[Mg].CO.Cl. (2) Given the product [Br:1][C:2]1[CH:6]=[N:5][N:4]([CH3:7])[C:3]=1[NH:8][C:9]1[CH:14]=[CH:13][C:12]([C:19]2[CH:18]=[C:17]([Cl:16])[CH:22]=[CH:21][C:20]=2[CH3:26])=[CH:11][CH:10]=1, predict the reactants needed to synthesize it. The reactants are: [Br:1][C:2]1[CH:6]=[N:5][N:4]([CH3:7])[C:3]=1[NH:8][C:9]1[CH:14]=[CH:13][C:12](I)=[CH:11][CH:10]=1.[Cl:16][C:17]1[CH:18]=[CH:19][C:20]([CH3:26])=[C:21](B(O)O)[CH:22]=1.C(=O)([O-])[O-].[Cs+].[Cs+].COCCOC. (3) Given the product [CH2:14]([O:21][C:22](=[O:23])[NH:1][C@H:2]([C:5]1[CH:10]=[CH:9][C:8]([OH:11])=[CH:7][C:6]=1[O:12][CH3:13])[CH2:3][OH:4])[C:15]1[CH:20]=[CH:19][CH:18]=[CH:17][CH:16]=1, predict the reactants needed to synthesize it. The reactants are: [NH2:1][C@H:2]([C:5]1[CH:10]=[CH:9][C:8]([OH:11])=[CH:7][C:6]=1[O:12][CH3:13])[CH2:3][OH:4].[CH2:14]([O:21][C:22](Cl)=[O:23])[C:15]1[CH:20]=[CH:19][CH:18]=[CH:17][CH:16]=1.C([O-])(O)=O.[Na+].CO. (4) Given the product [N:1]1([C:7]2[CH:12]=[CH:11][N:10]=[C:9]([NH:13][C:14]3[S:15][C:16]([C:19]4[CH:20]=[N:21][CH:22]=[C:31]([CH:26]=4)[C:29]([OH:35])=[O:30])=[CH:17][N:18]=3)[CH:8]=2)[CH2:2][CH2:3][NH:4][CH2:5][CH2:6]1, predict the reactants needed to synthesize it. The reactants are: [N:1]1([C:7]2[CH:12]=[CH:11][N:10]=[C:9]([NH:13][C:14]3[S:15][C:16]([C:19]4[CH:20]=[N:21][CH:22]=C([CH:26]=4)C#N)=[CH:17][N:18]=3)[CH:8]=2)[CH2:6][CH2:5][NH:4][CH2:3][CH2:2]1.[OH-].[Na+].[C:29]([OH:35])([C:31](F)(F)F)=[O:30]. (5) Given the product [CH3:26][S:23]([C:20]1[O:19][C:18]([CH:13]([CH:10]2[CH2:11][CH2:12][NH:8][CH2:9]2)[OH:14])=[CH:22][CH:21]=1)(=[O:24])=[O:25].[ClH:27], predict the reactants needed to synthesize it. The reactants are: C([N:8]1[CH2:12][CH2:11][CH:10]([CH:13]([C:18]2[O:19][C:20]([S:23]([CH3:26])(=[O:25])=[O:24])=[CH:21][CH:22]=2)[O:14]COC)[CH2:9]1)C1C=CC=CC=1.[Cl:27]C(OC(Cl)C)=O. (6) The reactants are: Cl.[NH2:2][CH2:3][C:4]1[CH:9]=[CH:8][C:7](B(O)O)=[CH:6][CH:5]=1.I[C:14]1[CH:19]=[CH:18][N:17]=[C:16]([C:20]([F:23])([F:22])[F:21])[CH:15]=1.C(=O)([O-])[O-].[Na+].[Na+]. Given the product [F:21][C:20]([F:23])([F:22])[C:16]1[CH:15]=[C:14]([C:7]2[CH:8]=[CH:9][C:4]([CH2:3][NH2:2])=[CH:5][CH:6]=2)[CH:19]=[CH:18][N:17]=1, predict the reactants needed to synthesize it.